This data is from Forward reaction prediction with 1.9M reactions from USPTO patents (1976-2016). The task is: Predict the product of the given reaction. (1) Given the reactants [F:1][C:2]1[CH:3]=[C:4]([C:13]2[CH:14]=[CH:15][C:16]3[O:20][C:19]([CH:21]4[CH2:26][CH2:25][N:24](C(OC(C)(C)C)=O)[CH2:23][CH2:22]4)=[N:18][C:17]=3[CH:34]=2)[CH:5]=[CH:6][C:7]=1[N:8]1[CH:12]=[N:11][N:10]=[N:9]1.[F:35][C:36]([F:41])([F:40])[C:37]([OH:39])=[O:38], predict the reaction product. The product is: [F:35][C:36]([F:41])([F:40])[C:37]([OH:39])=[O:38].[F:1][C:2]1[CH:3]=[C:4]([C:13]2[CH:14]=[CH:15][C:16]3[O:20][C:19]([CH:21]4[CH2:22][CH2:23][NH:24][CH2:25][CH2:26]4)=[N:18][C:17]=3[CH:34]=2)[CH:5]=[CH:6][C:7]=1[N:8]1[CH:12]=[N:11][N:10]=[N:9]1. (2) Given the reactants C(OP([CH2:9][C:10]([O:12][CH2:13][CH3:14])=[O:11])(OCC)=O)C.[H-].[Na+].[CH2:17]([O:21][C:22]1[CH:26]=[C:25]([CH:27]=O)[N:24]([CH2:29][C:30]2[CH:35]=[CH:34][C:33]([C:36]([F:39])([F:38])[F:37])=[CH:32][CH:31]=2)[N:23]=1)[CH2:18][CH2:19][CH3:20].[Cl-].[NH4+], predict the reaction product. The product is: [CH2:17]([O:21][C:22]1[CH:26]=[C:25](/[CH:27]=[CH:9]/[C:10]([O:12][CH2:13][CH3:14])=[O:11])[N:24]([CH2:29][C:30]2[CH:31]=[CH:32][C:33]([C:36]([F:38])([F:39])[F:37])=[CH:34][CH:35]=2)[N:23]=1)[CH2:18][CH2:19][CH3:20]. (3) The product is: [Cl:17][C:18]1[CH:19]=[C:20]([C:21]([NH:14][CH2:13][C:9]2[CH:10]=[CH:11][CH:12]=[C:7]([O:6][Si:5]([C:2]([CH3:1])([CH3:3])[CH3:4])([CH3:16])[CH3:15])[CH:8]=2)=[O:22])[CH:24]=[C:25]([Cl:28])[C:26]=1[OH:27]. Given the reactants [CH3:1][C:2]([Si:5]([CH3:16])([CH3:15])[O:6][C:7]1[CH:8]=[C:9]([CH2:13][NH2:14])[CH:10]=[CH:11][CH:12]=1)([CH3:4])[CH3:3].[Cl:17][C:18]1[CH:19]=[C:20]([CH:24]=[C:25]([Cl:28])[C:26]=1[OH:27])[C:21](O)=[O:22].CN([P+](ON1N=NC2C=CC=CC1=2)(N(C)C)N(C)C)C.F[P-](F)(F)(F)(F)F.C(N(C(C)C)CC)(C)C, predict the reaction product. (4) Given the reactants [F:1][C:2]1[CH:7]=[CH:6][N:5]=[C:4]([C:8]#[N:9])[CH:3]=1.B.C1COCC1.Cl, predict the reaction product. The product is: [F:1][C:2]1[CH:7]=[CH:6][N:5]=[C:4]([CH2:8][NH2:9])[CH:3]=1. (5) Given the reactants C(Cl)(=O)C(Cl)=O.CS(C)=O.[C:11]([O:15][C:16]([NH:18][C@@H:19]([CH2:24][CH:25]1[CH2:30][CH2:29][CH:28]([OH:31])[CH2:27][CH2:26]1)[C:20]([O:22][CH3:23])=[O:21])=[O:17])([CH3:14])([CH3:13])[CH3:12].C([O-])(O)=O.[Na+], predict the reaction product. The product is: [C:11]([O:15][C:16]([NH:18][C@@H:19]([CH2:24][CH:25]1[CH2:30][CH2:29][C:28](=[O:31])[CH2:27][CH2:26]1)[C:20]([O:22][CH3:23])=[O:21])=[O:17])([CH3:14])([CH3:12])[CH3:13].